The task is: Predict the product of the given reaction.. This data is from Forward reaction prediction with 1.9M reactions from USPTO patents (1976-2016). (1) Given the reactants [F:1][C:2]([C:6]1[C:7]([C:17]([OH:19])=O)=[N:8][O:9][C:10]=1[C:11]1[CH:16]=[CH:15][CH:14]=[CH:13][CH:12]=1)([F:5])[CH2:3][CH3:4].N1C=CC=CC=1.N1C(F)=NC(F)=NC=1[F:28], predict the reaction product. The product is: [F:1][C:2]([C:6]1[C:7]([C:17]([F:28])=[O:19])=[N:8][O:9][C:10]=1[C:11]1[CH:16]=[CH:15][CH:14]=[CH:13][CH:12]=1)([F:5])[CH2:3][CH3:4]. (2) Given the reactants [CH3:1][Si:2]([C:5]#[CH:6])([CH3:4])[CH3:3].Br[C:8]1[C:16]2[C:11](=[CH:12][CH:13]=[C:14]([CH2:17][OH:18])[CH:15]=2)[N:10]([C:19]([O:21][C:22]([CH3:25])([CH3:24])[CH3:23])=[O:20])[N:9]=1, predict the reaction product. The product is: [OH:18][CH2:17][C:14]1[CH:15]=[C:16]2[C:11](=[CH:12][CH:13]=1)[N:10]([C:19]([O:21][C:22]([CH3:25])([CH3:24])[CH3:23])=[O:20])[N:9]=[C:8]2[C:6]#[C:5][Si:2]([CH3:4])([CH3:3])[CH3:1]. (3) Given the reactants [Cl:1][C:2]1[CH:7]=[CH:6][C:5]([C@H:8]([C:22]([N:24]2[CH2:29][CH2:28][N:27]([C:30]3[C:31]4[C@H:38]([CH3:39])[CH2:37][C@@H:36]([F:40])[C:32]=4[N:33]=[CH:34][N:35]=3)[CH2:26][CH2:25]2)=[O:23])[CH2:9][N:10]([CH2:18][CH:19]2[CH2:21][CH2:20]2)C(=O)OC(C)(C)C)=[CH:4][CH:3]=1.[ClH:41], predict the reaction product. The product is: [ClH:1].[ClH:41].[Cl:1][C:2]1[CH:7]=[CH:6][C:5]([C@@H:8]([CH2:9][NH:10][CH2:18][CH:19]2[CH2:21][CH2:20]2)[C:22]([N:24]2[CH2:25][CH2:26][N:27]([C:30]3[C:31]4[C@H:38]([CH3:39])[CH2:37][C@@H:36]([F:40])[C:32]=4[N:33]=[CH:34][N:35]=3)[CH2:28][CH2:29]2)=[O:23])=[CH:4][CH:3]=1. (4) Given the reactants C[O:2][C:3](=[O:26])[CH2:4][CH2:5][CH2:6][CH2:7][CH2:8][NH:9][C:10](=[O:25])[CH:11]=[C:12]1[C:24]2[CH:23]=[CH:22][CH:21]=[CH:20][C:19]=2[C:18]2[C:13]1=[CH:14][CH:15]=[CH:16][CH:17]=2.CO.[Li+].[OH-].Cl, predict the reaction product. The product is: [CH:14]1[C:13]2[C:12](=[CH:11][C:10]([NH:9][CH2:8][CH2:7][CH2:6][CH2:5][CH2:4][C:3]([OH:26])=[O:2])=[O:25])[C:24]3[C:19](=[CH:20][CH:21]=[CH:22][CH:23]=3)[C:18]=2[CH:17]=[CH:16][CH:15]=1. (5) Given the reactants [CH3:1][C:2]([NH:4][C:5]1[CH:10]=[CH:9][C:8]([Br:11])=[CH:7][CH:6]=1)=[O:3].[H-].[Na+].I[CH3:15], predict the reaction product. The product is: [Br:11][C:8]1[CH:9]=[CH:10][C:5]([N:4]([CH3:15])[C:2](=[O:3])[CH3:1])=[CH:6][CH:7]=1. (6) Given the reactants [F:1][C:2]1[C:3]([NH:12][C:13]2[CH:18]=[CH:17][C:16]([C:19]([O:21][CH3:22])=[O:20])=[CH:15][C:14]=2[F:23])=[C:4]([CH:8]=[CH:9][C:10]=1[F:11])[C:5]([OH:7])=O.[NH2:24][O:25][CH2:26][CH2:27][OH:28].[Cl-].COC1N=C(OC)N=C([N+]2(C)CCOCC2)N=1, predict the reaction product. The product is: [F:1][C:2]1[C:10]([F:11])=[CH:9][CH:8]=[C:4]([C:5]([NH:24][O:25][CH2:26][CH2:27][OH:28])=[O:7])[C:3]=1[NH:12][C:13]1[CH:18]=[CH:17][C:16]([C:19]([O:21][CH3:22])=[O:20])=[CH:15][C:14]=1[F:23].